Dataset: Full USPTO retrosynthesis dataset with 1.9M reactions from patents (1976-2016). Task: Predict the reactants needed to synthesize the given product. (1) Given the product [CH2:11]([NH:18][C:2]1[CH:7]=[CH:6][CH:5]=[CH:4][C:3]=1[N+:8]([O-:10])=[O:9])[C:12]1[CH:17]=[CH:16][CH:15]=[CH:14][CH:13]=1, predict the reactants needed to synthesize it. The reactants are: F[C:2]1[CH:7]=[CH:6][CH:5]=[CH:4][C:3]=1[N+:8]([O-:10])=[O:9].[CH2:11]([NH2:18])[C:12]1[CH:17]=[CH:16][CH:15]=[CH:14][CH:13]=1. (2) The reactants are: [CH3:1][N:2]1[C:6]([NH:7][C:8]([C:21]2[CH:26]=[CH:25][CH:24]=[CH:23][CH:22]=2)([C:15]2[CH:20]=[CH:19][CH:18]=[CH:17][CH:16]=2)[C:9]2[CH:14]=[CH:13][CH:12]=[CH:11][CH:10]=2)=[C:5]([CH2:27][CH2:28][C:29]([O:31]CC)=[O:30])[CH:4]=[N:3]1.[OH-].[Na+].C(O)(=O)CC(CC(O)=O)(C(O)=O)O. Given the product [CH3:1][N:2]1[C:6]([NH:7][C:8]([C:9]2[CH:10]=[CH:11][CH:12]=[CH:13][CH:14]=2)([C:21]2[CH:26]=[CH:25][CH:24]=[CH:23][CH:22]=2)[C:15]2[CH:16]=[CH:17][CH:18]=[CH:19][CH:20]=2)=[C:5]([CH2:27][CH2:28][C:29]([OH:31])=[O:30])[CH:4]=[N:3]1, predict the reactants needed to synthesize it. (3) Given the product [Cl:8][C:6]1[CH:7]=[C:2]([O:52][C:50]([CH3:53])([CH3:51])[CH3:49])[N:3]=[C:4]([S:9][CH2:10][C:11]2[CH:16]=[CH:15][CH:14]=[C:13]([F:17])[C:12]=2[F:18])[N:5]=1, predict the reactants needed to synthesize it. The reactants are: Cl[C:2]1[CH:7]=[C:6]([Cl:8])[N:5]=[C:4]([S:9][CH2:10][C:11]2[CH:16]=[CH:15][CH:14]=[C:13]([F:17])[C:12]=2[F:18])[N:3]=1.FC1C(F)=CC=CC=1CSC1N=C(NS(N2CCC2)(=O)=O)C=C(OC(CO)CO)N=1.[CH3:49][C:50]([CH3:53])([O-:52])[CH3:51].[K+].